This data is from Forward reaction prediction with 1.9M reactions from USPTO patents (1976-2016). The task is: Predict the product of the given reaction. (1) Given the reactants N(C(OCC)=O)=NC(OCC)=O.[Cl:13][C:14]1[CH:33]=[CH:32][C:17]([NH:18][C:19]2[C:28]3[C:23](=[CH:24][C:25]([OH:31])=[C:26]([O:29][CH3:30])[CH:27]=3)[N:22]=[CH:21][N:20]=2)=[C:16]([F:34])[CH:15]=1.C1(P(C2C=CC=CC=2)C2C=CC=CC=2)C=CC=CC=1.[CH3:54][N:55]([CH2:62][CH2:63]O)[C:56]1[CH:61]=[CH:60][N:59]=[N:58][CH:57]=1.Cl, predict the reaction product. The product is: [ClH:13].[Cl:13][C:14]1[CH:33]=[CH:32][C:17]([NH:18][C:19]2[C:28]3[C:23](=[CH:24][C:25]([O:31][CH2:63][CH2:62][N:55]([CH3:54])[C:56]4[CH:61]=[CH:60][N:59]=[N:58][CH:57]=4)=[C:26]([O:29][CH3:30])[CH:27]=3)[N:22]=[CH:21][N:20]=2)=[C:16]([F:34])[CH:15]=1. (2) Given the reactants Br[C:2]1[CH:7]=[CH:6][CH:5]=C(Br)[C:3]=1[C:9]1[NH:10][C:11]2[C:12]([N:25]=1)=[C:13]1[C:18](=[C:19]3[CH:24]=[CH:23][CH:22]=[CH:21][C:20]=23)[N:17]=[CH:16][CH:15]=[CH:14]1.[C:26]([Cu])#[N:27].[NH4+:29].[OH-].C(O[CH2:35][CH3:36])(=O)C, predict the reaction product. The product is: [NH:10]1[C:11]2[C:12](=[C:13]3[C:18](=[C:19]4[CH:24]=[CH:23][CH:22]=[CH:21][C:20]4=2)[N:17]=[CH:16][CH:15]=[CH:14]3)[N:25]=[C:9]1[C:3]1[C:36]([C:35]#[N:29])=[CH:5][CH:6]=[CH:7][C:2]=1[C:26]#[N:27].